This data is from Forward reaction prediction with 1.9M reactions from USPTO patents (1976-2016). The task is: Predict the product of the given reaction. (1) Given the reactants [CH2:1]([O:3][C:4](=[O:13])[CH:5]=[C:6]1[CH2:10][C@@H:9]([CH3:11])[C@H:8]([CH3:12])[CH2:7]1)[CH3:2].[N+:14]([CH3:17])([O-:16])=[O:15].[F-].C([N+](CCCC)(CCCC)CCCC)CCC, predict the reaction product. The product is: [CH2:1]([O:3][C:4](=[O:13])[CH2:5][C:6]1([CH2:17][N+:14]([O-:16])=[O:15])[CH2:7][C@@H:8]([CH3:12])[C@H:9]([CH3:11])[CH2:10]1)[CH3:2]. (2) Given the reactants [Cl:1][C:2]1[CH:16]=[CH:15][C:5]([CH2:6][N:7]2[C:12](=[O:13])[CH:11]=[N:10][NH:9][C:8]2=[O:14])=[CH:4][CH:3]=1.[C:17]([NH:20][C:21]1[CH:22]=[C:23](B(O)O)[CH:24]=[CH:25][CH:26]=1)(=[O:19])[CH3:18].N1C=CC=CC=1, predict the reaction product. The product is: [Cl:1][C:2]1[CH:16]=[CH:15][C:5]([CH2:6][N:7]2[C:12](=[O:13])[CH:11]=[N:10][N:9]([C:25]3[CH:26]=[C:21]([NH:20][C:17](=[O:19])[CH3:18])[CH:22]=[CH:23][CH:24]=3)[C:8]2=[O:14])=[CH:4][CH:3]=1. (3) Given the reactants COC1C=CC(C[N:8]2[CH:13]=[CH:12][N:11]=[C:10]([S:14][C:15]3[CH:20]=[CH:19][C:18]([O:21][C:22]([F:25])([F:24])[F:23])=[CH:17][CH:16]=3)[C:9]2=[O:26])=CC=1, predict the reaction product. The product is: [F:25][C:22]([F:23])([F:24])[O:21][C:18]1[CH:17]=[CH:16][C:15]([S:14][C:10]2[C:9](=[O:26])[NH:8][CH:13]=[CH:12][N:11]=2)=[CH:20][CH:19]=1. (4) Given the reactants [Cl:1][C:2]1[CH:7]=[C:6](Cl)[N:5]=[CH:4][C:3]=1[CH2:9][NH:10][C:11]1[C:16]([F:17])=[C:15]([O:18][CH3:19])[CH:14]=[C:13]([O:20][CH3:21])[C:12]=1[F:22].[CH3:23][C:24]1(C)C(C)(C)OB(C=C)O1.C(=O)([O-])[O-].[K+].[K+], predict the reaction product. The product is: [Cl:1][C:2]1[CH:7]=[C:6]([CH:23]=[CH2:24])[N:5]=[CH:4][C:3]=1[CH2:9][NH:10][C:11]1[C:16]([F:17])=[C:15]([O:18][CH3:19])[CH:14]=[C:13]([O:20][CH3:21])[C:12]=1[F:22]. (5) Given the reactants N[C:2]1[CH:3]=[C:4]([CH:8]=[C:9]([N:11]2[CH2:15][CH2:14][CH2:13][C:12]2=[O:16])[CH:10]=1)[C:5]([OH:7])=[O:6].[N-]=[N+]=[N-].[Na+].[OH2:21], predict the reaction product. The product is: [OH:21][C:2]1[CH:3]=[C:4]([CH:8]=[C:9]([N:11]2[CH2:15][CH2:14][CH2:13][C:12]2=[O:16])[CH:10]=1)[C:5]([OH:7])=[O:6]. (6) The product is: [OH:1][C:2]1[C:15]2[C@:14]34[CH2:16][CH2:17][N:18]([CH3:19])[C@@H:8]([C@:9]3([OH:21])[CH2:10][CH2:11][C:12](=[O:20])[CH2:13]4)[CH2:7][C:6]=2[CH:5]=[CH:4][C:3]=1[C:22]([NH:24][CH2:25][CH2:26][C:27]1[CH:28]=[CH:29][C:30]([C:33]2[CH:34]=[N:35][C:36](=[O:39])[NH:37][CH:38]=2)=[CH:31][CH:32]=1)=[O:23]. Given the reactants [OH:1][C:2]1[C:15]2[C@:14]34[CH2:16][CH2:17][N:18]([CH3:19])[C@@H:8]([C@:9]3([OH:21])[CH2:10][CH2:11][C:12](=[O:20])[CH2:13]4)[CH2:7][C:6]=2[CH:5]=[CH:4][C:3]=1[C:22]([NH:24][CH2:25][CH2:26][C:27]1[CH:32]=[CH:31][C:30]([C:33]2[CH:34]=[N:35][C:36]([O:39]C)=[N:37][CH:38]=2)=[CH:29][CH:28]=1)=[O:23].Cl.N1C=CC=CC=1.C(=O)(O)[O-].[Na+], predict the reaction product. (7) Given the reactants [Cl:1][C:2]1[CH:19]=[CH:18][CH:17]=[C:16]([Cl:20])[C:3]=1[CH2:4][N:5]1[CH2:10][CH2:9][NH:8][C:7]2[N:11]=[CH:12][C:13](I)=[CH:14][C:6]1=2.[C:21]([NH:28][CH2:29][C:30]#[CH:31])([O:23][C:24]([CH3:27])([CH3:26])[CH3:25])=[O:22], predict the reaction product. The product is: [C:24]([O:23][C:21](=[O:22])[NH:28][CH2:29][C:30]#[C:31][C:13]1[CH:12]=[N:11][C:7]2[NH:8][CH2:9][CH2:10][N:5]([CH2:4][C:3]3[C:2]([Cl:1])=[CH:19][CH:18]=[CH:17][C:16]=3[Cl:20])[C:6]=2[CH:14]=1)([CH3:27])([CH3:26])[CH3:25]. (8) Given the reactants [F:1][C:2]([F:23])([F:22])[C:3]1[CH:8]=[CH:7][CH:6]=[CH:5][C:4]=1[C:9]1[C:14]2[CH2:15][CH:16]([CH2:18][N:19]=[N+]=[N-])[O:17][C:13]=2[CH:12]=[CH:11][CH:10]=1, predict the reaction product. The product is: [F:22][C:2]([F:1])([F:23])[C:3]1[CH:8]=[CH:7][CH:6]=[CH:5][C:4]=1[C:9]1[C:14]2[CH2:15][CH:16]([CH2:18][NH2:19])[O:17][C:13]=2[CH:12]=[CH:11][CH:10]=1. (9) Given the reactants [CH2:1]1[C:10]2[C:5](=[CH:6][CH:7]=[CH:8][CH:9]=2)[CH2:4][CH2:3][N:2]1[S:11]([C:14]1[CH:15]=[C:16]2[C:20](=[CH:21][CH:22]=1)[NH:19][C:18](=[O:23])[CH2:17]2)(=[O:13])=[O:12].[O:24]=[C:25]1[C:30]2=[CH:31][NH:32][C:33]([CH:34]=O)=[C:29]2[CH2:28][CH2:27][O:26]1, predict the reaction product. The product is: [CH2:1]1[C:10]2[C:5](=[CH:6][CH:7]=[CH:8][CH:9]=2)[CH2:4][CH2:3][N:2]1[S:11]([C:14]1[CH:15]=[C:16]2[C:20](=[CH:21][CH:22]=1)[NH:19][C:18](=[O:23])[C:17]2=[CH:34][C:33]1[NH:32][CH:31]=[C:30]2[C:25](=[O:24])[O:26][CH2:27][CH2:28][C:29]=12)(=[O:13])=[O:12].